Dataset: Full USPTO retrosynthesis dataset with 1.9M reactions from patents (1976-2016). Task: Predict the reactants needed to synthesize the given product. (1) Given the product [C:18](=[O:19])([O:20][C:21]1[CH:22]=[CH:23][C:24]([N+:27]([O-:29])=[O:28])=[CH:25][CH:26]=1)[O:10][CH2:9][C:7]1[O:6][N:5]=[C:4]([C:1](=[O:3])[NH2:2])[CH:8]=1, predict the reactants needed to synthesize it. The reactants are: [C:1]([C:4]1[CH:8]=[C:7]([CH2:9][OH:10])[O:6][N:5]=1)(=[O:3])[NH2:2].N1C=CC=CC=1.Cl[C:18]([O:20][C:21]1[CH:26]=[CH:25][C:24]([N+:27]([O-:29])=[O:28])=[CH:23][CH:22]=1)=[O:19]. (2) Given the product [N:16]1([C:14]([C:3]2[CH:2]=[CH:1][C:13]3[N:12]([CH2:24][C:25]4[CH:30]=[CH:29][N:28]=[CH:27][CH:26]=4)[C:11]4[C:6]([C:5]=3[CH:4]=2)=[CH:7][CH:8]=[CH:9][CH:10]=4)=[O:15])[CH2:17][CH2:18][CH2:19][CH2:20][CH2:21]1, predict the reactants needed to synthesize it. The reactants are: [CH:1]1[C:13]2[NH:12][C:11]3[C:6](=[CH:7][CH:8]=[CH:9][CH:10]=3)[C:5]=2[CH:4]=[C:3]([C:14]([N:16]2[CH2:21][CH2:20][CH2:19][CH2:18][CH2:17]2)=[O:15])[CH:2]=1.Br.Br[CH2:24][C:25]1[CH:30]=[CH:29][N:28]=[CH:27][CH:26]=1. (3) The reactants are: [Cl:1][C:2]1[CH:7]=[CH:6][C:5](B(O)O)=[CH:4][CH:3]=1.C1(C)C=CC=CC=1[C:17]1[S:21][N:20]=[C:19]([C:22]([F:25])([F:24])[F:23])[C:18]=1[CH2:26][O:27][C:28]1[CH:33]=[CH:32][C:31]([CH2:34][CH2:35][C:36]([O:38]CC)=[O:37])=[C:30]([O:41][C:42]([F:45])([F:44])[F:43])[CH:29]=1. Given the product [Cl:1][C:2]1[CH:7]=[CH:6][C:5]([C:17]2[S:21][N:20]=[C:19]([C:22]([F:23])([F:25])[F:24])[C:18]=2[CH2:26][O:27][C:28]2[CH:33]=[CH:32][C:31]([CH2:34][CH2:35][C:36]([OH:38])=[O:37])=[C:30]([O:41][C:42]([F:44])([F:43])[F:45])[CH:29]=2)=[CH:4][CH:3]=1, predict the reactants needed to synthesize it. (4) Given the product [N+:1]([C:4]1[N:5]=[CH:6][C:7]([N:23]2[CH2:24][CH2:25][CH:21]([OH:20])[CH2:22]2)=[CH:8][CH:9]=1)([O-:3])=[O:2], predict the reactants needed to synthesize it. The reactants are: [N+:1]([C:4]1[CH:9]=[CH:8][C:7](Br)=[CH:6][N:5]=1)([O-:3])=[O:2].C(N(C(C)C)CC)(C)C.[OH:20][C@H:21]1[CH2:25][CH2:24][N:23](O)[CH2:22]1. (5) Given the product [F:7][C:2]([P:8]([C:15]([F:20])([F:21])[C:16]([F:19])([F:18])[F:17])(=[O:9])[O-:14])([F:1])[C:3]([F:6])([F:5])[F:4].[Br:13][CH2:12][CH2:11][CH2:10][N+:25]1[CH:26]=[CH:27][N:23]([CH3:22])[CH:24]=1, predict the reactants needed to synthesize it. The reactants are: [F:1][C:2]([P:8]([C:15]([F:21])([F:20])[C:16]([F:19])([F:18])[F:17])(=[O:14])[O:9][CH2:10][CH2:11][CH2:12][Br:13])([F:7])[C:3]([F:6])([F:5])[F:4].[CH3:22][N:23]1[CH:27]=[CH:26][N:25]=[CH:24]1. (6) Given the product [CH:1]1([N:6]2[CH2:12][C:11]([F:14])([F:13])[C:10](=[O:15])[N:9]([CH3:16])[C:8]3[CH:17]=[N:18][C:19]([NH:21][C:22]4[CH:30]=[CH:29][C:25]([C:26]([NH:33][CH3:37])=[O:27])=[CH:24][C:23]=4[CH3:31])=[N:20][C:7]2=3)[CH2:2][CH2:3][CH2:4][CH2:5]1, predict the reactants needed to synthesize it. The reactants are: [CH:1]1([N:6]2[CH2:12][C:11]([F:14])([F:13])[C:10](=[O:15])[N:9]([CH3:16])[C:8]3[CH:17]=[N:18][C:19]([NH:21][C:22]4[CH:30]=[CH:29][C:25]([C:26](O)=[O:27])=[CH:24][C:23]=4[CH3:31])=[N:20][C:7]2=3)[CH2:5][CH2:4][CH2:3][CH2:2]1.O[N:33]1[C:37]2C=CC=CC=2N=N1.F[P-](F)(F)(F)(F)F.CN(C(N(C)C)=[N+]1C2C=CC=CC=2[N+]([O-])=N1)C.C(N(C(C)C)CC)(C)C.Cl.CN. (7) Given the product [F:19][C:20]1[CH:28]=[CH:27][C:23]([C:24]([NH:18][C:15]2[CH:16]=[CH:17][C:12]([C@H:9]3[CH2:10][CH2:11][CH:7]([N:3]4[CH2:4][CH2:5][CH2:6][C@@H:2]4[CH3:1])[CH2:8]3)=[CH:13][CH:14]=2)=[O:25])=[CH:22][CH:21]=1, predict the reactants needed to synthesize it. The reactants are: [CH3:1][C@H:2]1[CH2:6][CH2:5][CH2:4][N:3]1[CH:7]1[CH2:11][CH2:10][C@H:9]([C:12]2[CH:17]=[CH:16][C:15]([NH2:18])=[CH:14][CH:13]=2)[CH2:8]1.[F:19][C:20]1[CH:28]=[CH:27][C:23]([C:24](Cl)=[O:25])=[CH:22][CH:21]=1.